This data is from Full USPTO retrosynthesis dataset with 1.9M reactions from patents (1976-2016). The task is: Predict the reactants needed to synthesize the given product. (1) Given the product [NH2:15][C:12]1[CH:13]=[CH:14][C:9]([C:8]([NH:7][C:5]2[S:6][C:2]([CH3:1])=[N:3][N:4]=2)=[O:18])=[CH:10][CH:11]=1, predict the reactants needed to synthesize it. The reactants are: [CH3:1][C:2]1[S:6][C:5]([NH:7][C:8](=[O:18])[C:9]2[CH:14]=[CH:13][C:12]([N+:15]([O-])=O)=[CH:11][CH:10]=2)=[N:4][N:3]=1.O. (2) Given the product [Br:1][C:2]1[CH:7]=[CH:6][C:5]([O:8][Si:17]([CH:21]([CH3:23])[CH3:22])([CH:18]([CH3:20])[CH3:19])[CH:14]([CH3:16])[CH3:15])=[CH:4][CH:3]=1, predict the reactants needed to synthesize it. The reactants are: [Br:1][C:2]1[CH:7]=[CH:6][C:5]([OH:8])=[CH:4][CH:3]=1.N1C=CN=C1.[CH:14]([Si:17](Cl)([CH:21]([CH3:23])[CH3:22])[CH:18]([CH3:20])[CH3:19])([CH3:16])[CH3:15].[NH4+].[Cl-]. (3) Given the product [Cl:29][C:4]1[CH:5]=[C:6]([C:7](=[O:8])[NH:9][CH2:10][C:11]2[CH:16]=[C:15]([Cl:17])[CH:14]=[CH:13][C:12]=2[S:18]([CH2:21][CH3:22])(=[O:19])=[O:20])[CH:23]=[C:24]([C:25]([F:26])([F:27])[F:28])[C:3]=1[CH2:2][N:44]1[CH2:45][CH2:46][CH2:47][C@H:42]([N:41]([CH2:40][CH2:39][N:31]([CH3:30])[C:32]([O:33][C:34]([CH3:37])([CH3:36])[CH3:35])=[O:38])[C:48](=[O:49])[O:50][C:51]([CH3:54])([CH3:53])[CH3:52])[CH2:43]1, predict the reactants needed to synthesize it. The reactants are: Br[CH2:2][C:3]1[C:24]([C:25]([F:28])([F:27])[F:26])=[CH:23][C:6]([C:7]([NH:9][CH2:10][C:11]2[CH:16]=[C:15]([Cl:17])[CH:14]=[CH:13][C:12]=2[S:18]([CH2:21][CH3:22])(=[O:20])=[O:19])=[O:8])=[CH:5][C:4]=1[Cl:29].[CH3:30][N:31]([CH2:39][CH2:40][N:41]([C:48]([O:50][C:51]([CH3:54])([CH3:53])[CH3:52])=[O:49])[C@H:42]1[CH2:47][CH2:46][CH2:45][NH:44][CH2:43]1)[C:32](=[O:38])[O:33][C:34]([CH3:37])([CH3:36])[CH3:35].